From a dataset of Full USPTO retrosynthesis dataset with 1.9M reactions from patents (1976-2016). Predict the reactants needed to synthesize the given product. (1) Given the product [CH3:1][N:2]([CH:3]1[CH2:16][C:15]2[C:6]([CH3:25])([CH:7]3[CH:12]([CH2:13][CH:14]=2)[CH:11]2[CH2:17][CH2:18][CH:19]4[CH:20]([CH3:24])[N:21]([CH3:23])[CH2:22][C:10]24[CH2:9][CH2:8]3)[CH2:5][CH2:4]1)[C:31]([N:26]1[CH2:30][CH2:29][CH2:28][CH2:27]1)=[O:32], predict the reactants needed to synthesize it. The reactants are: [CH3:1][NH:2][CH:3]1[CH2:16][C:15]2[C:6]([CH3:25])([CH:7]3[CH:12]([CH2:13][CH:14]=2)[CH:11]2[CH2:17][CH2:18][CH:19]4[CH:20]([CH3:24])[N:21]([CH3:23])[CH2:22][C:10]24[CH2:9][CH2:8]3)[CH2:5][CH2:4]1.[N:26]1([C:31](Cl)=[O:32])[CH2:30][CH2:29][CH2:28][CH2:27]1.C(N(CC)CC)C. (2) Given the product [Cl:23][CH2:24][CH2:25][CH2:26][O:27][C:28]1[CH:29]=[CH:30][C:31]([C:34]2[S:35][C:36]3[CH2:41][CH:40]([C:42]([N:45]4[CH2:50][CH2:49][O:48][CH2:47][CH2:46]4)=[O:44])[CH2:39][C:37]=3[N:38]=2)=[CH:32][CH:33]=1, predict the reactants needed to synthesize it. The reactants are: ON1C2C=CC=CC=2N=N1.Cl.CN(C)CCCN=C=NCC.[Cl:23][CH2:24][CH2:25][CH2:26][O:27][C:28]1[CH:33]=[CH:32][C:31]([C:34]2[S:35][C:36]3[CH2:41][CH:40]([C:42]([OH:44])=O)[CH2:39][C:37]=3[N:38]=2)=[CH:30][CH:29]=1.[NH:45]1[CH2:50][CH2:49][O:48][CH2:47][CH2:46]1.C(N(CC)CC)C. (3) Given the product [CH2:8]([O:15][C:16]1[CH:17]=[C:18]([NH:19][C:24]([NH2:25])=[NH:23])[CH:20]=[CH:21][CH:22]=1)[C:9]1[CH:10]=[CH:11][CH:12]=[CH:13][CH:14]=1, predict the reactants needed to synthesize it. The reactants are: O1CCOCC1.Cl.[CH2:8]([O:15][C:16]1[CH:17]=[C:18]([CH:20]=[CH:21][CH:22]=1)[NH2:19])[C:9]1[CH:14]=[CH:13][CH:12]=[CH:11][CH:10]=1.[N:23]#[C:24][NH2:25].O. (4) Given the product [Br:25][C:10]1[CH:11]=[CH:12][C:7]2[NH:6][C:5](=[O:13])[O:4][C:3]([C:14]([F:17])([F:16])[F:15])([C:2]([F:1])([F:18])[F:19])[C:8]=2[CH:9]=1, predict the reactants needed to synthesize it. The reactants are: [F:1][C:2]([F:19])([F:18])[C:3]1([C:14]([F:17])([F:16])[F:15])[C:8]2[CH:9]=[CH:10][CH:11]=[CH:12][C:7]=2[NH:6][C:5](=[O:13])[O:4]1.C([O-])(=O)C.[K+].[Br:25]Br. (5) Given the product [Cl:1][C:2]1[CH:3]=[CH:4][C:5]2[N:6]([C:8]([CH2:12][CH2:13][C:14]([F:20])([F:19])[C:15]([F:18])([F:17])[F:16])=[N:9][C:10]=2[C:22]#[N:23])[CH:7]=1, predict the reactants needed to synthesize it. The reactants are: [Cl:1][C:2]1[CH:3]=[CH:4][C:5]2[N:6]([C:8]([CH2:12][CH2:13][C:14]([F:20])([F:19])[C:15]([F:18])([F:17])[F:16])=[N:9][C:10]=2I)[CH:7]=1.O.[CH3:22][N:23](C=O)C. (6) Given the product [F:60][C:56]1[CH:57]=[CH:58][CH:59]=[C:12]([F:11])[C:13]=1[CH2:14][O:15][C:16]([C:25]1[CH:30]=[CH:29][C:28]([C@:31]2([S:46]([C:49]3[CH:50]=[CH:51][C:52]([F:55])=[CH:53][CH:54]=3)(=[O:48])=[O:47])[CH2:35][CH2:34][N:33]([C:36]([C:38]3([CH2:44][OH:45])[CH2:39][CH2:40][N:41]([C:61](=[O:63])[CH3:62])[CH2:42][CH2:43]3)=[O:37])[CH2:32]2)=[CH:27][CH:26]=1)([C:17]([F:20])([F:19])[F:18])[C:21]([F:22])([F:24])[F:23], predict the reactants needed to synthesize it. The reactants are: CCN(C(C)C)C(C)C.Cl.[F:11][C:12]1[CH:59]=[CH:58][CH:57]=[C:56]([F:60])[C:13]=1[CH2:14][O:15][C:16]([C:25]1[CH:30]=[CH:29][C:28]([C@:31]2([S:46]([C:49]3[CH:54]=[CH:53][C:52]([F:55])=[CH:51][CH:50]=3)(=[O:48])=[O:47])[CH2:35][CH2:34][N:33]([C:36]([C:38]3([CH2:44][OH:45])[CH2:43][CH2:42][NH:41][CH2:40][CH2:39]3)=[O:37])[CH2:32]2)=[CH:27][CH:26]=1)([C:21]([F:24])([F:23])[F:22])[C:17]([F:20])([F:19])[F:18].[C:61](O)(=[O:63])[CH3:62].F[P-](F)(F)(F)(F)F.N1(O[P+](N(C)C)(N(C)C)N(C)C)C2C=CC=CC=2N=N1. (7) Given the product [OH:25][CH2:24][C@H:13]1[CH2:12][N:11]([C:9]([O:8][CH2:1][C:2]2[CH:3]=[CH:4][CH:5]=[CH:6][CH:7]=2)=[O:10])[CH2:16][CH2:15][N:14]1[C:17]([O:19][C:20]([CH3:23])([CH3:22])[CH3:21])=[O:18], predict the reactants needed to synthesize it. The reactants are: [CH2:1]([O:8][C:9]([N:11]1[CH2:16][CH2:15][N:14]([C:17]([O:19][C:20]([CH3:23])([CH3:22])[CH3:21])=[O:18])[C@@H:13]([C:24](O)=[O:25])[CH2:12]1)=[O:10])[C:2]1[CH:7]=[CH:6][CH:5]=[CH:4][CH:3]=1.CN1CCOCC1.ClC(OCC(C)C)=O.[BH4-].[Na+].